Dataset: Reaction yield outcomes from USPTO patents with 853,638 reactions. Task: Predict the reaction yield, written as a fraction of the theoretical maximum amount of product (1.0 means a 100% yield; for example, 0.34 means a 34% yield). (1) The reactants are [Cl:1][C:2]1[C:10]([O:11][C@@H:12]2[CH2:17][CH2:16][C@H:15]([NH2:18])[CH2:14][CH2:13]2)=[CH:9][CH:8]=[C:7]2[C:3]=1[CH:4]=[N:5][NH:6]2.Cl.C(OCC)C.C(OCC)C. The catalyst is CO.C(#N)C. The product is [ClH:1].[Cl:1][C:2]1[C:10]([O:11][C@@H:12]2[CH2:13][CH2:14][C@H:15]([NH2:18])[CH2:16][CH2:17]2)=[CH:9][CH:8]=[C:7]2[C:3]=1[CH:4]=[N:5][NH:6]2. The yield is 0.940. (2) The reactants are [CH3:1][C:2]([CH3:7])=[CH:3][C:4]([OH:6])=[O:5].[Al+3].[Cl-].[Cl-].[Cl-].[CH:12]1[CH:17]=[CH:16][CH:15]=[CH:14][CH:13]=1.Cl. The catalyst is O.C(OCC)C. The product is [CH3:1][C:2]([C:12]1[CH:17]=[CH:16][CH:15]=[CH:14][CH:13]=1)([CH3:7])[CH2:3][C:4]([OH:6])=[O:5]. The yield is 0.940. (3) The reactants are C[O:2][C:3](=[O:28])[C:4]1[CH:9]=[CH:8][C:7]([O:10][CH2:11][CH2:12][CH2:13]Br)=[CH:6][C:5]=1[NH:15][C:16](=[O:27])[C:17]1[CH:22]=[CH:21][CH:20]=[CH:19][C:18]=1[C:23]([F:26])([F:25])[F:24].[F:29][C:30]([F:41])([F:40])[C:31]1[CH:39]=[CH:38][C:34]([CH:35]=[N:36][OH:37])=[CH:33][CH:32]=1. No catalyst specified. The product is [F:26][C:23]([F:24])([F:25])[C:18]1[CH:19]=[CH:20][CH:21]=[CH:22][C:17]=1[C:16]([NH:15][C:5]1[CH:6]=[C:7]([O:10][CH2:11][CH2:12][CH2:13][O:37]/[N:36]=[CH:35]/[C:34]2[CH:33]=[CH:32][C:31]([C:30]([F:29])([F:41])[F:40])=[CH:39][CH:38]=2)[CH:8]=[CH:9][C:4]=1[C:3]([OH:2])=[O:28])=[O:27]. The yield is 0.700. (4) The reactants are C(OC([N:8]1[CH2:13][CH2:12][N:11]([C:14]2[C:18]3[S:19][CH:20]=[CH:21][C:17]=3[O:16][N:15]=2)[CH2:10][CH2:9]1)=O)(C)(C)C.Cl. No catalyst specified. The product is [N:11]1([C:14]2[C:18]3[S:19][CH:20]=[CH:21][C:17]=3[O:16][N:15]=2)[CH2:10][CH2:9][NH:8][CH2:13][CH2:12]1. The yield is 0.840. (5) The reactants are [Cl:1][C:2]1[CH:3]=[C:4]([CH:24]=[CH:25][CH:26]=1)[O:5][C:6]1[CH:7]=[CH:8][C:9]([N+:21]([O-])=O)=[C:10]([CH2:12][NH:13][C:14](=[O:20])[O:15][C:16]([CH3:19])([CH3:18])[CH3:17])[CH:11]=1.[Cl-].[NH4+]. The catalyst is C(O)C.O.[Fe]. The product is [NH2:21][C:9]1[CH:8]=[CH:7][C:6]([O:5][C:4]2[CH:24]=[CH:25][CH:26]=[C:2]([Cl:1])[CH:3]=2)=[CH:11][C:10]=1[CH2:12][NH:13][C:14](=[O:20])[O:15][C:16]([CH3:18])([CH3:17])[CH3:19]. The yield is 0.990. (6) No catalyst specified. The yield is 0.980. The product is [CH3:1][O:2][C:3]1[CH:4]=[CH:16][C:17]2[O:19][CH2:20][CH2:24][O:23][C:22]=2[C:21]=1[B:9]([OH:12])[OH:14]. The reactants are [CH3:1][O:2][CH3:3].[CH2:4]([Li])CCC.[B:9]([O:14]C)([O:12]C)OC.[CH3:16][C:17]([OH:19])=O.[CH2:20]1[CH2:24][O:23][CH2:22][CH2:21]1. (7) The reactants are [O:1]1[CH2:6][CH2:5][CH:4]([NH:7][CH2:8][C:9]([OH:11])=[O:10])[CH2:3][CH2:2]1.CCN(CC)CC.[O:19](C(OC(C)(C)C)=O)[C:20]([O:22][C:23]([CH3:26])([CH3:25])[CH3:24])=O.Cl.O.P. The catalyst is CN(C=O)C. The product is [C:23]([O:22][C:20]([N:7]([CH:4]1[CH2:3][CH2:2][O:1][CH2:6][CH2:5]1)[CH2:8][C:9]([OH:11])=[O:10])=[O:19])([CH3:26])([CH3:25])[CH3:24]. The yield is 0.430. (8) The reactants are [CH2:1]([C:4]1[C:8]([CH2:9][CH2:10][CH2:11][OH:12])=[CH:7][N:6]([C:13]2[CH:18]=[CH:17][C:16]([C:19]([F:22])([F:21])[F:20])=[CH:15][N:14]=2)[N:5]=1)[CH2:2][CH3:3].O[C:24]1[CH:29]=[CH:28][CH:27]=[CH:26][C:25]=1[CH2:30][C:31]([O:33]C)=[O:32].C(P(CCCC)CCCC)CCC.N(C(N1CCCCC1)=O)=NC(N1CCCCC1)=O. The product is [CH2:1]([C:4]1[C:8]([CH2:9][CH2:10][CH2:11][O:12][C:24]2[CH:29]=[CH:28][CH:27]=[CH:26][C:25]=2[CH2:30][C:31]([OH:33])=[O:32])=[CH:7][N:6]([C:13]2[CH:18]=[CH:17][C:16]([C:19]([F:21])([F:20])[F:22])=[CH:15][N:14]=2)[N:5]=1)[CH2:2][CH3:3]. The yield is 0.790. The catalyst is O1CCCC1. (9) The product is [F:33][C:32]1[CH:31]=[C:30]2[C:26]([C:27]([CH:34]=[O:35])=[CH:28][NH:29]2)=[CH:25][C:24]=1[C:9]1[CH:10]=[CH:11][C:12]([C:15]2[CH:20]=[CH:19][CH:18]=[CH:17][C:16]=2[OH:21])=[CH:13][CH:14]=1. The catalyst is C(OCC)(=O)C.C1C=CC(P(C2C=CC=CC=2)[C-]2C=CC=C2)=CC=1.C1C=CC(P(C2C=CC=CC=2)[C-]2C=CC=C2)=CC=1.Cl[Pd]Cl.[Fe+2].CCO.C1COCC1.C1(C)C=CC=CC=1. The reactants are CC1(C)C(C)(C)OB([C:9]2[CH:14]=[CH:13][C:12]([C:15]3[C:16]([OH:21])=[CH:17][CH:18]=[CH:19][CH:20]=3)=[CH:11][CH:10]=2)O1.Br[C:24]1[CH:25]=[C:26]2[C:30](=[CH:31][C:32]=1[F:33])[NH:29][CH:28]=[C:27]2[CH:34]=[O:35].C(=O)([O-])[O-].[K+].[K+].S([O-])(O)(=O)=O.[Na+]. The yield is 0.240.